This data is from Forward reaction prediction with 1.9M reactions from USPTO patents (1976-2016). The task is: Predict the product of the given reaction. (1) Given the reactants [CH3:1][C:2]1[CH:3]([C:8]([O:10][CH2:11][CH3:12])=[O:9])[CH2:4][C:5](=[O:7])[CH:6]=1, predict the reaction product. The product is: [CH3:1][CH:2]1[CH2:6][C:5](=[O:7])[CH2:4][CH:3]1[C:8]([O:10][CH2:11][CH3:12])=[O:9]. (2) Given the reactants [Cl:1][C:2]1[C:3]([CH:13]=O)=[N:4][CH:5]=[C:6]([N:8]([CH3:12])[CH2:9][CH2:10][CH3:11])[N:7]=1.[CH2:15]([NH:22][CH2:23][C@@H:24]([OH:28])[CH2:25][O:26][CH3:27])[C:16]1[CH:21]=[CH:20][CH:19]=[CH:18][CH:17]=1.C(O[BH-](OC(=O)C)OC(=O)C)(=O)C.[Na+].C(=O)([O-])O.[Na+], predict the reaction product. The product is: [CH2:15]([N:22]([CH2:13][C:3]1[C:2]([Cl:1])=[N:7][C:6]([N:8]([CH3:12])[CH2:9][CH2:10][CH3:11])=[CH:5][N:4]=1)[CH2:23][C@@H:24]([OH:28])[CH2:25][O:26][CH3:27])[C:16]1[CH:21]=[CH:20][CH:19]=[CH:18][CH:17]=1. (3) Given the reactants C[O:2][C:3](=[O:43])[C:4]1[CH:9]=[CH:8][C:7]([NH:10][C:11]([C@H:13]2[C@H:17]([C:18]3[CH:23]=[CH:22][CH:21]=[C:20]([Cl:24])[C:19]=3[F:25])[C@:16]([C:28]3[CH:33]=[CH:32][C:31]([Cl:34])=[CH:30][C:29]=3[F:35])([C:26]#[N:27])[C@H:15]([CH2:36][C:37]([CH3:40])([CH3:39])[CH3:38])[NH:14]2)=[O:12])=[CH:6][C:5]=1[O:41][CH3:42].[CH:44](=O)[CH2:45][CH3:46].C(O[BH-](OC(=O)C)OC(=O)C)(=O)C.[Na+].[Li+].[OH-], predict the reaction product. The product is: [Cl:24][C:20]1[C:19]([F:25])=[C:18]([C@@H:17]2[C@:16]([C:28]3[CH:33]=[CH:32][C:31]([Cl:34])=[CH:30][C:29]=3[F:35])([C:26]#[N:27])[C@H:15]([CH2:36][C:37]([CH3:39])([CH3:38])[CH3:40])[N:14]([CH2:44][CH2:45][CH3:46])[C@H:13]2[C:11]([NH:10][C:7]2[CH:8]=[CH:9][C:4]([C:3]([OH:2])=[O:43])=[C:5]([O:41][CH3:42])[CH:6]=2)=[O:12])[CH:23]=[CH:22][CH:21]=1. (4) Given the reactants [NH2:1][C:2]1[CH:7]=[CH:6][CH:5]=[CH:4][C:3]=1[CH:8]=[CH:9][C:10]1[CH:15]=[CH:14][C:13]([O:16]C(=O)C)=[CH:12][CH:11]=1.Cl.[F:21][C:22]1[CH:23]=[C:24]([CH:28]=[CH:29][C:30]=1[O:31][CH2:32][CH2:33][N:34]1[CH2:39][CH2:38][CH2:37][CH2:36][CH2:35]1)[C:25](Cl)=O, predict the reaction product. The product is: [F:21][C:22]1[CH:23]=[C:24]([CH:28]=[CH:29][C:30]=1[O:31][CH2:32][CH2:33][N:34]1[CH2:39][CH2:38][CH2:37][CH2:36][CH2:35]1)[CH2:25][NH:1][C:2]1[CH:7]=[CH:6][CH:5]=[CH:4][C:3]=1[CH:8]=[CH:9][C:10]1[CH:11]=[CH:12][C:13]([OH:16])=[CH:14][CH:15]=1. (5) The product is: [CH2:1]1[C:9]2[C:4](=[CH:5][CH:6]=[CH:7][CH:8]=2)[CH2:3][N:2]1[C:10]([NH:12][C:13]1[N:18]=[N:17][C:16]([C:19]([OH:21])=[O:20])=[CH:15][CH:14]=1)=[O:11]. Given the reactants [CH2:1]1[C:9]2[C:4](=[CH:5][CH:6]=[CH:7][CH:8]=2)[CH2:3][N:2]1[C:10]([NH:12][C:13]1[N:18]=[N:17][C:16]([C:19]([O:21]C)=[O:20])=[CH:15][CH:14]=1)=[O:11].[Li+].[OH-], predict the reaction product.